Predict which catalyst facilitates the given reaction. From a dataset of Catalyst prediction with 721,799 reactions and 888 catalyst types from USPTO. (1) Reactant: [CH3:1][O:2][C:3]1[C:12]2[N:11]=[N:10][C:9]3=[C:13]([CH3:23])[N:14]=[C:15]([C:16]4[C:17]([CH3:22])=[N:18][CH:19]=[CH:20][CH:21]=4)[N:8]3[C:7]=2[CH:6]=[C:5]([OH:24])[CH:4]=1.C(=O)([O-])[O-].[Cs+].[Cs+].Br[CH2:32][CH:33]1[CH2:35][CH2:34]1. Product: [CH:33]1([CH2:32][O:24][C:5]2[CH:4]=[C:3]([O:2][CH3:1])[C:12]3[N:11]=[N:10][C:9]4=[C:13]([CH3:23])[N:14]=[C:15]([C:16]5[C:17]([CH3:22])=[N:18][CH:19]=[CH:20][CH:21]=5)[N:8]4[C:7]=3[CH:6]=2)[CH2:35][CH2:34]1. The catalyst class is: 384. (2) Reactant: C([Sn](Cl)(Cl)CCCC)CCC.[Cl:12][C:13]1[CH:14]=[C:15]([C:20]2[C:21]3[N:22]([N:29]=[C:30]([NH2:32])[N:31]=3)[CH:23]=[C:24]([CH:26]3[CH2:28][CH2:27]3)[CH:25]=2)[CH:16]=[CH:17][C:18]=1[F:19].[CH3:33][C:34]1[N:39]=[CH:38][N:37]=[C:36]([N:40]2[CH2:45][CH2:44][C:43](=O)[CH2:42][CH2:41]2)[CH:35]=1.C1([SiH3])C=CC=CC=1. Product: [Cl:12][C:13]1[CH:14]=[C:15]([C:20]2[C:21]3[N:22]([N:29]=[C:30]([NH:32][CH:43]4[CH2:44][CH2:45][N:40]([C:36]5[CH:35]=[C:34]([CH3:33])[N:39]=[CH:38][N:37]=5)[CH2:41][CH2:42]4)[N:31]=3)[CH:23]=[C:24]([CH:26]3[CH2:28][CH2:27]3)[CH:25]=2)[CH:16]=[CH:17][C:18]=1[F:19]. The catalyst class is: 1.